This data is from Full USPTO retrosynthesis dataset with 1.9M reactions from patents (1976-2016). The task is: Predict the reactants needed to synthesize the given product. (1) Given the product [CH3:49][O:48][C:29]1[C:28]([Cl:27])=[C:37]2[C:32]([C:33]([O:1][CH2:2][CH2:3][C@@H:4]3[NH:18][C:17](=[O:19])[N:16]([CH3:20])[CH2:15][CH2:14][CH2:13][CH2:12][CH:11]=[CH:10][C@H:9]4[C@@:7]([C:21]([O:23][CH2:24][CH3:25])=[O:22])([CH2:8]4)[NH:6][C:5]3=[O:26])=[CH:34][C:35]([N:38]3[CH:42]=[CH:41][C:40]([C:43]([F:45])([F:44])[F:46])=[N:39]3)=[N:36]2)=[CH:31][CH:30]=1, predict the reactants needed to synthesize it. The reactants are: [OH:1][CH2:2][CH2:3][C@@H:4]1[NH:18][C:17](=[O:19])[N:16]([CH3:20])[CH2:15][CH2:14][CH2:13][CH2:12][CH:11]=[CH:10][C@H:9]2[C@@:7]([C:21]([O:23][CH2:24][CH3:25])=[O:22])([CH2:8]2)[NH:6][C:5]1=[O:26].[Cl:27][C:28]1[C:29]([O:48][CH3:49])=[CH:30][CH:31]=[C:32]2[C:37]=1[N:36]=[C:35]([N:38]1[CH:42]=[CH:41][C:40]([C:43]([F:46])([F:45])[F:44])=[N:39]1)[CH:34]=[C:33]2O.C(C1N=C(C2C=C(OCC[C@@H]3NC(=O)N(C)CCCCC=C[C@H]4[C@@](C(OCC)=O)(C4)NC3=O)C3C(=C(C)C(OC)=CC=3)N=2)SC=1)(C)C. (2) Given the product [S:15]1[CH:19]=[CH:18][CH:17]=[C:16]1[C:2]1[C:10]2[CH:9]=[C:8]([C:11]([O:13][CH3:14])=[O:12])[S:7][C:6]=2[CH:5]=[CH:4][CH:3]=1, predict the reactants needed to synthesize it. The reactants are: Br[C:2]1[C:10]2[CH:9]=[C:8]([C:11]([O:13][CH3:14])=[O:12])[S:7][C:6]=2[CH:5]=[CH:4][CH:3]=1.[S:15]1[CH:19]=[CH:18][CH:17]=[C:16]1B(O)O.[Cl-].[Li+].C(=O)([O-])[O-].[Na+].[Na+]. (3) Given the product [CH3:15][C:12]1([CH3:16])[O:13][CH2:14][C:8]2=[C:7]([N:17]3[CH2:22][CH2:21][O:20][CH2:19][CH2:18]3)[N:6]=[C:5]3[S:4][C:3]4[C:23](=[O:24])[NH:25][CH:27]=[N:1][C:2]=4[C:10]3=[C:9]2[CH2:11]1, predict the reactants needed to synthesize it. The reactants are: [NH2:1][C:2]1[C:10]2[C:5](=[N:6][C:7]([N:17]3[CH2:22][CH2:21][O:20][CH2:19][CH2:18]3)=[C:8]3[CH2:14][O:13][C:12]([CH3:16])([CH3:15])[CH2:11][C:9]3=2)[S:4][C:3]=1[C:23]([NH2:25])=[O:24].O.[C:27]1(C)C=CC(S(O)(=O)=O)=CC=1. (4) Given the product [C:10]([O:14][C:15]([NH:7][CH2:6][C:5]1[CH:8]=[CH:9][C:2]([NH2:1])=[CH:3][CH:4]=1)=[O:16])([CH3:13])([CH3:12])[CH3:11], predict the reactants needed to synthesize it. The reactants are: [NH2:1][C:2]1[CH:9]=[CH:8][C:5]([CH2:6][NH2:7])=[CH:4][CH:3]=1.[C:10]([O:14][C:15](O[C:15]([O:14][C:10]([CH3:13])([CH3:12])[CH3:11])=[O:16])=[O:16])([CH3:13])([CH3:12])[CH3:11]. (5) Given the product [F:20][C:2]([F:1])([F:19])[C:3]1[CH:4]=[CH:5][C:6]([C:9]2[O:13][N:12]=[C:11]([C:14]([O:16][CH2:17][CH3:18])=[O:15])[CH:10]=2)=[CH:7][CH:8]=1, predict the reactants needed to synthesize it. The reactants are: [F:1][C:2]([F:20])([F:19])[C:3]1[CH:8]=[CH:7][C:6]([CH:9]2[O:13][N:12]=[C:11]([C:14]([O:16][CH2:17][CH3:18])=[O:15])[CH2:10]2)=[CH:5][CH:4]=1.ClC1C(=O)C(C#N)=C(C#N)C(=O)C=1Cl.CCOCC. (6) Given the product [CH2:34]([NH:41][C:2]1[N:7]=[C:6]([NH:8][C:9]2[CH:14]=[CH:13][C:12]([O:15][CH:16]([CH3:17])[CH3:18])=[C:11]([F:19])[CH:10]=2)[N:5]([CH2:20][C:21]2[CH:26]=[CH:25][C:24]([Cl:27])=[CH:23][CH:22]=2)[C:4](=[O:28])[N:3]=1)[C:35]1[CH:40]=[CH:39][CH:38]=[CH:37][CH:36]=1, predict the reactants needed to synthesize it. The reactants are: Cl[C:2]1[N:7]=[C:6]([NH:8][C:9]2[CH:14]=[CH:13][C:12]([O:15][CH:16]([CH3:18])[CH3:17])=[C:11]([F:19])[CH:10]=2)[N:5]([CH2:20][C:21]2[CH:26]=[CH:25][C:24]([Cl:27])=[CH:23][CH:22]=2)[C:4](=[O:28])[N:3]=1.C1COCC1.[CH2:34]([NH2:41])[C:35]1[CH:40]=[CH:39][CH:38]=[CH:37][CH:36]=1.O. (7) Given the product [Cl:23][C:18]1[CH:19]=[C:14]([C:2]([F:1])([C:10]([F:11])([F:12])[F:13])[C:3]([F:9])([F:8])[C:4]([F:7])([F:6])[F:5])[CH:15]=[C:16]([S:21][CH3:22])[C:17]=1[NH2:20], predict the reactants needed to synthesize it. The reactants are: [F:1][C:2]([C:14]1[CH:19]=[CH:18][C:17]([NH2:20])=[C:16]([S:21][CH3:22])[CH:15]=1)([C:10]([F:13])([F:12])[F:11])[C:3]([F:9])([F:8])[C:4]([F:7])([F:6])[F:5].[Cl:23]N1C(=O)CCC1=O.